Predict the reactants needed to synthesize the given product. From a dataset of Full USPTO retrosynthesis dataset with 1.9M reactions from patents (1976-2016). Given the product [Br:1][C:2]1[CH:3]=[C:4]([CH:9]=[CH:10][C:11]=1[Cl:12])[C:5]([NH:13][NH2:14])=[O:6], predict the reactants needed to synthesize it. The reactants are: [Br:1][C:2]1[CH:3]=[C:4]([CH:9]=[CH:10][C:11]=1[Cl:12])[C:5](OC)=[O:6].[NH2:13][NH2:14].